From a dataset of Full USPTO retrosynthesis dataset with 1.9M reactions from patents (1976-2016). Predict the reactants needed to synthesize the given product. Given the product [Cl:22][C:16]1[CH:17]=[C:18]([Cl:21])[CH:19]=[CH:20][C:15]=1[NH:14][C:5]1[C:4]2[C:9](=[CH:10][CH:11]=[C:2](/[CH:33]=[CH:32]/[CH2:31][CH2:30][N:27]3[CH2:26][CH2:25][N:24]([CH3:23])[CH2:29][CH2:28]3)[CH:3]=2)[N:8]=[CH:7][C:6]=1[C:12]#[N:13], predict the reactants needed to synthesize it. The reactants are: Br[C:2]1[CH:3]=[C:4]2[C:9](=[CH:10][CH:11]=1)[N:8]=[CH:7][C:6]([C:12]#[N:13])=[C:5]2[NH:14][C:15]1[CH:20]=[CH:19][C:18]([Cl:21])=[CH:17][C:16]=1[Cl:22].[CH3:23][N:24]1[CH2:29][CH2:28][N:27]([CH2:30][CH2:31]/[CH:32]=[CH:33]/[Sn](CCCC)(CCCC)CCCC)[CH2:26][CH2:25]1.